The task is: Regression. Given a peptide amino acid sequence and an MHC pseudo amino acid sequence, predict their binding affinity value. This is MHC class I binding data.. This data is from Peptide-MHC class I binding affinity with 185,985 pairs from IEDB/IMGT. (1) The peptide sequence is RIEQLYPFA. The MHC is HLA-B57:01 with pseudo-sequence HLA-B57:01. The binding affinity (normalized) is 0.0847. (2) The peptide sequence is AYDHGNVIL. The MHC is HLA-A80:01 with pseudo-sequence HLA-A80:01. The binding affinity (normalized) is 0.0847. (3) The peptide sequence is YLGVNNLPY. The MHC is HLA-A33:01 with pseudo-sequence HLA-A33:01. The binding affinity (normalized) is 0. (4) The peptide sequence is DTWHGFKNM. The MHC is HLA-A26:02 with pseudo-sequence HLA-A26:02. The binding affinity (normalized) is 0.674.